From a dataset of Full USPTO retrosynthesis dataset with 1.9M reactions from patents (1976-2016). Predict the reactants needed to synthesize the given product. (1) Given the product [Cl:11][C:12]1[CH:22]=[CH:21][C:15]2[S:16][CH:17]=[C:18]([CH2:19][N:10]([CH2:19][C:18]3[C:14]4[CH:13]=[C:12]([Cl:11])[CH:22]=[CH:21][C:15]=4[S:16][CH:17]=3)[C:8]3[CH:7]=[CH:6][C:5]4[NH:1][CH:2]=[N:3][C:4]=4[CH:9]=3)[C:14]=2[CH:13]=1, predict the reactants needed to synthesize it. The reactants are: [N:1]1[C:5]2[CH:6]=[CH:7][C:8]([NH2:10])=[CH:9][C:4]=2[NH:3][CH:2]=1.[Cl:11][C:12]1[CH:22]=[CH:21][C:15]2[S:16][CH:17]=[C:18]([CH2:19]Br)[C:14]=2[CH:13]=1.C([O-])([O-])=O.[K+].[K+]. (2) Given the product [CH2:1]([O:8][CH:9]1[CH2:14][CH2:13][C:12]([C:16]([C:18]2[C:26]3[C:21](=[N:22][CH:23]=[C:24]([C:32]4[CH:33]=[C:34]([O:38][CH3:39])[C:35]([O:36][CH3:37])=[C:30]([O:29][CH3:28])[CH:31]=4)[N:25]=3)[NH:20][CH:19]=2)=[O:17])([CH3:15])[CH2:11][CH2:10]1)[C:2]1[CH:7]=[CH:6][CH:5]=[CH:4][CH:3]=1, predict the reactants needed to synthesize it. The reactants are: [CH2:1]([O:8][CH:9]1[CH2:14][CH2:13][C:12]([C:16]([C:18]2[C:26]3[C:21](=[N:22][CH:23]=[C:24](Br)[N:25]=3)[NH:20][CH:19]=2)=[O:17])([CH3:15])[CH2:11][CH2:10]1)[C:2]1[CH:7]=[CH:6][CH:5]=[CH:4][CH:3]=1.[CH3:28][O:29][C:30]1[CH:31]=[C:32](B(O)O)[CH:33]=[C:34]([O:38][CH3:39])[C:35]=1[O:36][CH3:37].